This data is from Peptide-MHC class I binding affinity with 185,985 pairs from IEDB/IMGT. The task is: Regression. Given a peptide amino acid sequence and an MHC pseudo amino acid sequence, predict their binding affinity value. This is MHC class I binding data. The peptide sequence is IHIPGDTLF. The MHC is HLA-A11:01 with pseudo-sequence HLA-A11:01. The binding affinity (normalized) is 0.